The task is: Regression. Given two drug SMILES strings and cell line genomic features, predict the synergy score measuring deviation from expected non-interaction effect.. This data is from NCI-60 drug combinations with 297,098 pairs across 59 cell lines. (1) Drug 1: CC1OCC2C(O1)C(C(C(O2)OC3C4COC(=O)C4C(C5=CC6=C(C=C35)OCO6)C7=CC(=C(C(=C7)OC)O)OC)O)O. Drug 2: CC1C(C(CC(O1)OC2CC(CC3=C2C(=C4C(=C3O)C(=O)C5=CC=CC=C5C4=O)O)(C(=O)C)O)N)O. Cell line: SNB-75. Synergy scores: CSS=62.0, Synergy_ZIP=-6.42, Synergy_Bliss=-5.03, Synergy_Loewe=0.637, Synergy_HSA=2.19. (2) Synergy scores: CSS=63.2, Synergy_ZIP=3.20, Synergy_Bliss=4.49, Synergy_Loewe=-1.91, Synergy_HSA=5.60. Drug 1: CC12CCC3C(C1CCC2NC(=O)OCC(F)(F)F)CCC4C3(C=CC(=O)N4C)C. Drug 2: C1=CC=C(C=C1)NC(=O)CCCCCCC(=O)NO. Cell line: HT29. (3) Drug 1: C1=CN(C(=O)N=C1N)C2C(C(C(O2)CO)O)O.Cl. Drug 2: CC1C(C(CC(O1)OC2CC(CC3=C2C(=C4C(=C3O)C(=O)C5=CC=CC=C5C4=O)O)(C(=O)C)O)N)O. Cell line: OVCAR-4. Synergy scores: CSS=26.2, Synergy_ZIP=-2.48, Synergy_Bliss=0.0727, Synergy_Loewe=-8.91, Synergy_HSA=3.39. (4) Drug 1: C1CN(CCN1C(=O)CCBr)C(=O)CCBr. Drug 2: C1CC(=O)NC(=O)C1N2C(=O)C3=CC=CC=C3C2=O. Cell line: MDA-MB-435. Synergy scores: CSS=32.7, Synergy_ZIP=-6.81, Synergy_Bliss=-0.590, Synergy_Loewe=-6.27, Synergy_HSA=0.840. (5) Drug 1: CN1CCC(CC1)COC2=C(C=C3C(=C2)N=CN=C3NC4=C(C=C(C=C4)Br)F)OC. Drug 2: CCCS(=O)(=O)NC1=C(C(=C(C=C1)F)C(=O)C2=CNC3=C2C=C(C=N3)C4=CC=C(C=C4)Cl)F. Cell line: HT29. Synergy scores: CSS=58.6, Synergy_ZIP=4.67, Synergy_Bliss=3.60, Synergy_Loewe=-1.30, Synergy_HSA=3.82. (6) Drug 1: CC(CN1CC(=O)NC(=O)C1)N2CC(=O)NC(=O)C2. Drug 2: CCCCC(=O)OCC(=O)C1(CC(C2=C(C1)C(=C3C(=C2O)C(=O)C4=C(C3=O)C=CC=C4OC)O)OC5CC(C(C(O5)C)O)NC(=O)C(F)(F)F)O. Cell line: MALME-3M. Synergy scores: CSS=10.3, Synergy_ZIP=-3.08, Synergy_Bliss=-2.58, Synergy_Loewe=-2.87, Synergy_HSA=-3.22. (7) Drug 1: CC1=C(C=C(C=C1)C(=O)NC2=CC(=CC(=C2)C(F)(F)F)N3C=C(N=C3)C)NC4=NC=CC(=N4)C5=CN=CC=C5. Drug 2: C1CN1C2=NC(=NC(=N2)N3CC3)N4CC4. Cell line: NCI-H522. Synergy scores: CSS=25.3, Synergy_ZIP=-4.61, Synergy_Bliss=1.07, Synergy_Loewe=-6.81, Synergy_HSA=-3.47.